The task is: Predict the product of the given reaction.. This data is from Forward reaction prediction with 1.9M reactions from USPTO patents (1976-2016). (1) The product is: [F:11][C:8]1[CH:7]=[CH:6][C:5]([CH:3]([OH:4])[CH:2]([NH:1][C:29](=[O:30])[CH2:28][CH2:27][CH2:26][C:20]2[CH:25]=[CH:24][CH:23]=[CH:22][CH:21]=2)[CH2:12][C:13]2[CH:14]=[CH:15][C:16]([F:19])=[CH:17][CH:18]=2)=[CH:10][CH:9]=1. Given the reactants [NH2:1][CH:2]([CH2:12][C:13]1[CH:18]=[CH:17][C:16]([F:19])=[CH:15][CH:14]=1)[CH:3]([C:5]1[CH:10]=[CH:9][C:8]([F:11])=[CH:7][CH:6]=1)[OH:4].[C:20]1([CH2:26][CH2:27][CH2:28][C:29](O)=[O:30])[CH:25]=[CH:24][CH:23]=[CH:22][CH:21]=1.Cl.C(N=C=NCCCN(C)C)C.ON1C2C=CC=CC=2N=N1, predict the reaction product. (2) The product is: [NH2:12][C:13]1[N:21]=[C:20]2[C:16]([N:17]=[CH:18][N:19]2[CH2:30][CH2:29][O:28][C:27]([O:26][CH:23]([CH3:24])[CH3:25])([O:36][CH:37]([CH3:38])[CH3:39])[P:32]([OH:35])([OH:34])=[O:33])=[C:15]([Cl:22])[N:14]=1. Given the reactants C1CCN2C(=NCCC2)CC1.[NH2:12][C:13]1[N:21]=[C:20]2[C:16]([NH:17][CH:18]=[N:19]2)=[C:15]([Cl:22])[N:14]=1.[CH:23]([O:26][C:27]([O:36][CH:37]([CH3:39])[CH3:38])([P:32]([OH:35])([OH:34])=[O:33])[O:28][CH2:29][CH2:30]Cl)([CH3:25])[CH3:24], predict the reaction product. (3) Given the reactants O[CH2:2][CH2:3][CH2:4][CH:5]1[C:14]2[C:9](=[CH:10][CH:11]=[CH:12][CH:13]=2)[CH2:8][CH2:7][CH2:6]1.C1(P(C2C=CC=CC=2)C2C=CC=CC=2)C=CC=CC=1.[Br:34]N1C(=O)CCC1=O, predict the reaction product. The product is: [Br:34][CH2:2][CH2:3][CH2:4][CH:5]1[C:14]2[C:9](=[CH:10][CH:11]=[CH:12][CH:13]=2)[CH2:8][CH2:7][CH2:6]1. (4) The product is: [NH2:35][C:31]1[CH:30]=[C:29]([CH2:28][CH2:27][N:11]2[C:10]3[N:9]=[C:8]([CH2:1][C:2]4[CH:3]=[CH:4][CH:5]=[CH:6][CH:7]=4)[N:16]([CH2:17][CH2:18][NH:19][CH2:20][CH3:21])[C:15]=3[C:14](=[O:22])[N:13]([CH2:23][CH2:24][CH3:25])[C:12]2=[O:26])[CH:34]=[CH:33][CH:32]=1. Given the reactants [CH2:1]([C:8]1[N:16]([CH2:17][CH2:18][NH:19][CH2:20][CH3:21])[C:15]2[C:14](=[O:22])[N:13]([CH2:23][CH2:24][CH3:25])[C:12](=[O:26])[N:11]([CH2:27][CH2:28][C:29]3[CH:34]=[CH:33][CH:32]=[C:31]([N+:35]([O-])=O)[CH:30]=3)[C:10]=2[N:9]=1)[C:2]1[CH:7]=[CH:6][CH:5]=[CH:4][CH:3]=1.O.NN.[H][H], predict the reaction product. (5) Given the reactants [CH2:1]([O:8][C:9]1[C:18](=[O:19])[N:17]2[C:12]([C:13]([CH3:21])([CH3:20])[O:14][CH2:15][CH2:16]2)=[N:11][C:10]=1[C:22](O)=[O:23])[C:2]1[CH:7]=[CH:6][CH:5]=[CH:4][CH:3]=1.[NH2:25][CH2:26][C:27]1[CH:32]=[CH:31][CH:30]=[CH:29][C:28]=1[N:33]1[CH2:36][CH2:35][C:34]1=[O:37], predict the reaction product. The product is: [O:37]=[C:34]1[CH2:35][CH2:36][N:33]1[C:28]1[CH:29]=[CH:30][CH:31]=[CH:32][C:27]=1[CH2:26][NH:25][C:22]([C:10]1[N:11]=[C:12]2[N:17]([C:18](=[O:19])[C:9]=1[O:8][CH2:1][C:2]1[CH:7]=[CH:6][CH:5]=[CH:4][CH:3]=1)[CH2:16][CH2:15][O:14][C:13]2([CH3:21])[CH3:20])=[O:23].